From a dataset of Full USPTO retrosynthesis dataset with 1.9M reactions from patents (1976-2016). Predict the reactants needed to synthesize the given product. (1) The reactants are: [F:1][C:2]1[C:11]2[C:6](=[CH:7][CH:8]=[CH:9][CH:10]=2)[CH:5]=[CH:4][CH:3]=1.[C:12]1([CH3:23])[C:13]([S:19](Cl)(=[O:21])=[O:20])=[CH:14][C:15]([CH3:18])=[CH:16][CH:17]=1.[Cl-].[Cl-].[Cl-].[Al+3]. Given the product [CH3:23][C:12]1[CH:17]=[CH:16][C:15]([CH3:18])=[CH:14][C:13]=1[S:19]([C:5]1[C:6]2[C:11](=[CH:10][CH:9]=[CH:8][CH:7]=2)[C:2]([F:1])=[CH:3][CH:4]=1)(=[O:20])=[O:21], predict the reactants needed to synthesize it. (2) Given the product [CH:12]1[C:1]2[C:10]3[CH:9]=[CH:8][CH:7]=[CH:6][C:5]=3[CH2:4][CH2:3][C:2]=2[N:20]([C:22]2[CH:23]=[C:24]([CH:28]=[CH:29][CH:30]=2)[C:25]([OH:27])=[O:26])[N:21]=1, predict the reactants needed to synthesize it. The reactants are: [CH2:1]1[C:10]2[C:5](=[CH:6][CH:7]=[CH:8][CH:9]=2)[CH2:4][CH2:3][C:2]1=O.[CH3:12]OC(OC)N(C)C.[NH:20]([C:22]1[CH:23]=[C:24]([CH:28]=[CH:29][CH:30]=1)[C:25]([OH:27])=[O:26])[NH2:21].